From a dataset of Forward reaction prediction with 1.9M reactions from USPTO patents (1976-2016). Predict the product of the given reaction. (1) The product is: [CH:36]1([N:28]2[C:26]3[N:27]=[C:22]([NH:21][C:2]4[N:7]=[N:6][C:5]([N:8]5[CH2:13][CH2:12][N:11]([C:14]([O:16][C:17]([CH3:20])([CH3:19])[CH3:18])=[O:15])[CH2:10][CH2:9]5)=[CH:4][CH:3]=4)[N:23]=[CH:24][C:25]=3[C:30]3[CH:31]=[CH:32][NH:33][C:34](=[O:35])[C:29]2=3)[CH2:37][CH2:38][CH2:39][CH2:40]1. Given the reactants Cl[C:2]1[N:7]=[N:6][C:5]([N:8]2[CH2:13][CH2:12][N:11]([C:14]([O:16][C:17]([CH3:20])([CH3:19])[CH3:18])=[O:15])[CH2:10][CH2:9]2)=[CH:4][CH:3]=1.[NH2:21][C:22]1[N:23]=[CH:24][C:25]2[C:30]3[CH:31]=[CH:32][NH:33][C:34](=[O:35])[C:29]=3[N:28]([CH:36]3[CH2:40][CH2:39][CH2:38][CH2:37]3)[C:26]=2[N:27]=1.CC1(C)C2C(=C(P(C3C=CC=CC=3)C3C=CC=CC=3)C=CC=2)OC2C(P(C3C=CC=CC=3)C3C=CC=CC=3)=CC=CC1=2.CC(C)([O-])C.[Na+], predict the reaction product. (2) The product is: [Br:21][C:22]1[N:26]=[C:25]([C:6]2[CH:7]=[C:2]([Cl:1])[C:3]([O:17][CH:18]([CH3:19])[CH3:20])=[N:4][CH:5]=2)[S:24][N:23]=1. Given the reactants [Cl:1][C:2]1[C:3]([O:17][CH:18]([CH3:20])[CH3:19])=[N:4][CH:5]=[C:6](B2OC(C)(C)C(C)(C)O2)[CH:7]=1.[Br:21][C:22]1[N:26]=[C:25](Cl)[S:24][N:23]=1.P([O-])([O-])([O-])=O.[K+].[K+].[K+], predict the reaction product. (3) The product is: [CH2:8]([C:6]1[CH:5]=[CH:4][N:3]([C:16]2[CH:21]=[CH:20][C:19]3[C:22]4[CH2:23][NH:24][CH2:25][CH2:26][C:27]=4[O:28][C:18]=3[CH:17]=2)[C:2](=[O:1])[CH:7]=1)[CH2:9][C:10]1[CH:15]=[CH:14][CH:13]=[CH:12][CH:11]=1. Given the reactants [O:1]=[C:2]1[CH:7]=[C:6]([CH2:8][CH2:9][C:10]2[CH:15]=[CH:14][CH:13]=[CH:12][CH:11]=2)[CH:5]=[CH:4][N:3]1[C:16]1[CH:21]=[CH:20][C:19]2[C:22]3[CH2:23][N:24](C(OC(C)(C)C)=O)[CH2:25][CH2:26][C:27]=3[O:28][C:18]=2[CH:17]=1.Cl, predict the reaction product. (4) Given the reactants [C@@H:1]1([C:7]([OH:9])=[O:8])[CH2:6][CH2:5][CH:4]=[CH:3][CH2:2]1.Cl.[CH3:11]O, predict the reaction product. The product is: [C@@H:1]1([C:7]([O:9][CH3:11])=[O:8])[CH2:6][CH2:5][CH:4]=[CH:3][CH2:2]1. (5) Given the reactants [CH3:1][S:2][C:3]1[CH:8]=[CH:7][C:6]([NH:9][S:10]([CH3:13])(=[O:12])=[O:11])=[CH:5][CH:4]=1.C([O-])([O-])=O.[K+].[K+].Br[CH2:21][C:22]([O:24][C:25]([CH3:28])([CH3:27])[CH3:26])=[O:23], predict the reaction product. The product is: [CH3:1][S:2][C:3]1[CH:4]=[CH:5][C:6]([N:9]([CH2:21][C:22]([O:24][C:25]([CH3:28])([CH3:27])[CH3:26])=[O:23])[S:10]([CH3:13])(=[O:12])=[O:11])=[CH:7][CH:8]=1.